This data is from Forward reaction prediction with 1.9M reactions from USPTO patents (1976-2016). The task is: Predict the product of the given reaction. The product is: [Br:1][C:2]1[CH:7]=[CH:6][CH:5]=[CH:4][C:3]=1[CH:8]=[CH:9][C:10]([NH:36][CH2:37][CH2:38][CH2:39][CH2:40][OH:41])=[O:12]. Given the reactants [Br:1][C:2]1[CH:7]=[CH:6][CH:5]=[CH:4][C:3]=1/[CH:8]=[CH:9]/[C:10]([OH:12])=O.Cl.CN(C)CCCN=C=NCC.O.ON1C2C=CC=CC=2N=N1.[NH2:36][CH2:37][CH2:38][CH2:39][CH2:40][OH:41], predict the reaction product.